From a dataset of Catalyst prediction with 721,799 reactions and 888 catalyst types from USPTO. Predict which catalyst facilitates the given reaction. (1) Reactant: [CH:1]([C:4]1[CH:5]=[C:6]([CH:22]=[CH:23][C:24]=1[O:25]C)[O:7][C:8]1[C:13]([CH3:14])=[CH:12][C:11]([C:15]2[NH:16][C:17](=[O:20])[NH:18][N:19]=2)=[CH:10][C:9]=1[CH3:21])([CH3:3])[CH3:2].B(Br)(Br)Br. Product: [OH:25][C:24]1[CH:23]=[CH:22][C:6]([O:7][C:8]2[C:13]([CH3:14])=[CH:12][C:11]([C:15]3[NH:16][C:17](=[O:20])[NH:18][N:19]=3)=[CH:10][C:9]=2[CH3:21])=[CH:5][C:4]=1[CH:1]([CH3:3])[CH3:2]. The catalyst class is: 22. (2) Reactant: Br[C:2]1[C:10]2[O:9][C:8]([CH3:12])([CH3:11])[CH2:7][C:6]=2[C:5]([CH3:13])=[C:4]([NH:14][C:15](=[O:21])[CH2:16][C:17]([CH3:20])([CH3:19])[CH3:18])[C:3]=1[CH3:22].[CH3:23][C:24]1[CH:29]=[CH:28][C:27]([OH:30])=[CH:26][CH:25]=1. Product: [CH3:18][C:17]([CH3:20])([CH3:19])[CH2:16][C:15]([NH:14][C:4]1[C:3]([CH3:22])=[C:2]([O:30][C:27]2[CH:28]=[CH:29][C:24]([CH3:23])=[CH:25][CH:26]=2)[C:10]2[O:9][C:8]([CH3:12])([CH3:11])[CH2:7][C:6]=2[C:5]=1[CH3:13])=[O:21]. The catalyst class is: 81. (3) Reactant: [F:1][C:2]1[CH:3]=[C:4]2[C:8](=[CH:9][CH:10]=1)[NH:7][C:6](=[O:11])/[C:5]/2=[CH:12]\[C:13]1[NH:17][C:16]([CH3:18])=[C:15]([NH:19][C:20](=[O:24])[CH2:21][CH2:22]Br)[C:14]=1[CH3:25].[CH2:26]([N:28]1[CH2:33][CH2:32][NH:31][CH2:30][CH2:29]1)[CH3:27].C(OCC)(=O)C. The catalyst class is: 3. Product: [F:1][C:2]1[CH:3]=[C:4]2[C:8](=[CH:9][CH:10]=1)[NH:7][C:6](=[O:11])/[C:5]/2=[CH:12]\[C:13]1[NH:17][C:16]([CH3:18])=[C:15]([NH:19][C:20](=[O:24])[CH2:21][CH2:22][N:31]2[CH2:32][CH2:33][N:28]([CH2:26][CH3:27])[CH2:29][CH2:30]2)[C:14]=1[CH3:25]. (4) Reactant: [H][H].[C:3]([O:7][C:8]([C:10]1([CH3:29])[C:18]2[C:13](=[CH:14][CH:15]=[CH:16][CH:17]=2)[CH2:12][N:11]1C(OCC1C=CC=CC=1)=O)=[O:9])([CH3:6])([CH3:5])[CH3:4]. Product: [C:3]([O:7][C:8]([C:10]1([CH3:29])[CH:18]2[CH:13]([CH2:14][CH2:15][CH2:16][CH2:17]2)[CH2:12][NH:11]1)=[O:9])([CH3:6])([CH3:4])[CH3:5]. The catalyst class is: 847. (5) Product: [CH3:1][O:2][C:3]1[CH:14]=[CH:13][C:6]2[N:7]([CH2:18][CH2:19][OH:20])[CH:8]=[N:9][S:10](=[O:12])(=[O:11])[C:5]=2[CH:4]=1. The catalyst class is: 726. Reactant: [CH3:1][O:2][C:3]1[CH:14]=[CH:13][C:6]2[NH:7][CH:8]=[N:9][S:10](=[O:12])(=[O:11])[C:5]=2[CH:4]=1.[F-].[Cs+].Br[CH2:18][CH2:19][OH:20]. (6) Reactant: C(OC([N:11]1[CH2:16][CH2:15][N:14]([C:17]2[C:25]3[S:24][C:23]([NH:26][C:27]([C:29]4[S:30][C:31]([CH3:34])=[CH:32][CH:33]=4)=[O:28])=[N:22][C:21]=3[C:20]([O:35][CH3:36])=[CH:19][CH:18]=2)[CH2:13][CH2:12]1)=O)C1C=CC=CC=1.B(F)(F)F.CCOCC.C(S)C. Product: [CH3:36][O:35][C:20]1[C:21]2[N:22]=[C:23]([NH:26][C:27]([C:29]3[S:30][C:31]([CH3:34])=[CH:32][CH:33]=3)=[O:28])[S:24][C:25]=2[C:17]([N:14]2[CH2:13][CH2:12][NH:11][CH2:16][CH2:15]2)=[CH:18][CH:19]=1. The catalyst class is: 4. (7) Reactant: [CH2:1]([O:8][CH:9]1[CH2:14][CH2:13][C:12]([O:17][CH3:18])([C:15]#[N:16])[CH2:11][CH2:10]1)[C:2]1[CH:7]=[CH:6][CH:5]=[CH:4][CH:3]=1.[CH2:19]([Mg]Br)[CH3:20].C(O)C. Product: [CH2:1]([O:8][CH:9]1[CH2:14][CH2:13][C:12]([CH:15]([NH2:16])[CH2:19][CH3:20])([O:17][CH3:18])[CH2:11][CH2:10]1)[C:2]1[CH:3]=[CH:4][CH:5]=[CH:6][CH:7]=1. The catalyst class is: 11. (8) Reactant: [CH3:1][N:2]([CH2:4][C@@H:5]1[CH2:9][CH2:8][CH2:7][N:6]1[C:10](OC(C)(C)C)=O)[CH3:3].FC(F)(F)C(O)=O.C(N(CC)CC)C.[CH:31]1([C:34]2[O:35][C:36]3[C:37](=[C:39]([C:51]#[N:52])[C:40]([CH3:50])=[C:41]([C:44]4[CH:49]=[CH:48][CH:47]=[CH:46][CH:45]=4)C=3F)[N:38]=2)[CH2:33][CH2:32]1. Product: [CH:31]1([C:34]2[O:35][C:36]3[C:37](=[C:39]([C:51]#[N:52])[C:40]([CH3:50])=[C:41]([C:44]4[CH:45]=[CH:46][CH:47]=[CH:48][CH:49]=4)[C:10]=3[N:6]3[CH2:7][CH2:8][CH2:9][C@H:5]3[CH2:4][N:2]([CH3:1])[CH3:3])[N:38]=2)[CH2:33][CH2:32]1. The catalyst class is: 4. (9) Reactant: C(OCC1[C:15]2[C:10](=[CH:11][CH:12]=[C:13](C3C=CC=CC=3OC)[CH:14]=2)[NH:9]C(C)(C)C=1)C=C.Br[CH2:27][C:28]1[C:37]2[C:32](=[CH:33][CH:34]=[C:35]([C:38]3[CH:43]=[CH:42][CH:41]=[CH:40][C:39]=3[O:44][CH3:45])[CH:36]=2)[NH:31][C:30]([CH3:47])([CH3:46])[CH:29]=1.C(O)C=C.C[Si]([N-][Si](C)(C)C)(C)C.[Na+]. Product: [CH3:45][O:44][C:39]1[CH:40]=[CH:41][CH:42]=[CH:43][C:38]=1[C:35]1[CH:36]=[C:37]2[C:32](=[CH:33][CH:34]=1)[NH:31][C:30]([CH3:47])([CH3:46])[CH:29]=[C:28]2[CH2:27][NH:9][C:10]1[CH:15]=[CH:14][CH:13]=[CH:12][CH:11]=1. The catalyst class is: 1. (10) Reactant: [C:1]([CH:5]1[CH2:10][CH2:9][CH:8]([O:11][C:12]2[CH:13]=[C:14]3[C:19](=[CH:20][CH:21]=2)[CH:18]=[C:17]([CH:22]=O)[CH:16]=[CH:15]3)[CH2:7][CH2:6]1)([CH3:4])([CH3:3])[CH3:2].Cl.[CH2:25]([O:27][C:28](=[O:31])[CH2:29][NH2:30])[CH3:26].C(N(CC)CC)C.C(O[BH-](OC(=O)C)OC(=O)C)(=O)C.[Na+]. Product: [CH2:25]([O:27][C:28](=[O:31])[CH2:29][NH:30][CH2:22][C:17]1[CH:16]=[CH:15][C:14]2[C:19](=[CH:20][CH:21]=[C:12]([O:11][C@H:8]3[CH2:9][CH2:10][C@H:5]([C:1]([CH3:4])([CH3:3])[CH3:2])[CH2:6][CH2:7]3)[CH:13]=2)[CH:18]=1)[CH3:26]. The catalyst class is: 417.